Task: Predict the reaction yield, written as a fraction of the theoretical maximum amount of product (1.0 means a 100% yield; for example, 0.34 means a 34% yield).. Dataset: Reaction yield outcomes from USPTO patents with 853,638 reactions The reactants are [CH3:1][C:2]1[C:6]2[C:7](=[O:18])[N:8]([CH2:11][CH2:12][N:13]3[CH2:17][CH2:16][CH2:15][CH2:14]3)[CH2:9][CH2:10][C:5]=2[NH:4][C:3]=1[CH:19]=O.[NH:21]1[CH2:26][CH2:25][CH:24]([C:27]2[CH:35]=[CH:34][CH:33]=[C:32]3[C:28]=2[CH2:29][C:30](=[O:36])[NH:31]3)[CH2:23][CH2:22]1. No catalyst specified. The product is [CH3:1][C:2]1[C:6]2[C:7](=[O:18])[N:8]([CH2:11][CH2:12][N:13]3[CH2:14][CH2:15][CH2:16][CH2:17]3)[CH2:9][CH2:10][C:5]=2[NH:4][C:3]=1[CH:19]=[C:29]1[C:28]2[C:32](=[CH:33][CH:34]=[CH:35][C:27]=2[CH:24]2[CH2:23][CH2:22][NH:21][CH2:26][CH2:25]2)[NH:31][C:30]1=[O:36]. The yield is 0.302.